This data is from Forward reaction prediction with 1.9M reactions from USPTO patents (1976-2016). The task is: Predict the product of the given reaction. (1) The product is: [CH3:33][O:34][C:35]1[CH:42]=[CH:41][C:38]([CH2:39][NH:40][C:12]([C:6]2[CH:7]=[N:8][C:9]3[C:4]([C:5]=2[NH:15][C:16]2[CH:21]=[CH:20][CH:19]=[C:18]([C:22]([F:25])([F:24])[F:23])[CH:17]=2)=[N:3][C:2]([Cl:1])=[CH:11][CH:10]=3)=[O:14])=[CH:37][CH:36]=1. Given the reactants [Cl:1][C:2]1[N:3]=[C:4]2[C:9](=[CH:10][CH:11]=1)[N:8]=[CH:7][C:6]([C:12]([OH:14])=O)=[C:5]2[NH:15][C:16]1[CH:21]=[CH:20][CH:19]=[C:18]([C:22]([F:25])([F:24])[F:23])[CH:17]=1.C(N(CC)CC)C.[CH3:33][O:34][C:35]1[CH:42]=[CH:41][C:38]([CH2:39][NH2:40])=[CH:37][CH:36]=1, predict the reaction product. (2) Given the reactants [CH3:1][C:2]1[N:6]=[C:5]([CH3:7])[S:4][C:3]=1/[CH:8]=[CH:9]/[C:10](N(C)C)=O.[NH2:15][C:16]([NH2:18])=[NH:17], predict the reaction product. The product is: [CH3:7][C:5]1[S:4][C:3]([C:8]2[CH:9]=[CH:10][N:15]=[C:16]([NH2:18])[N:17]=2)=[C:2]([CH3:1])[N:6]=1. (3) Given the reactants [CH3:1][C:2]([CH3:33])([CH2:10][CH2:11][C@H:12]1[CH2:17][CH2:16][CH2:15][C@@H:14]([O:18][CH2:19][C:20]2[N:21]=[C:22]([C:26]3[CH:31]=[CH:30][C:29]([CH3:32])=[CH:28][CH:27]=3)[O:23][C:24]=2[CH3:25])[CH2:13]1)[C:3]([O:5]C(C)(C)C)=[O:4].FC(F)(F)C(O)=O.C1(C)C=CC=CC=1, predict the reaction product. The product is: [CH3:1][C:2]([CH3:33])([CH2:10][CH2:11][C@H:12]1[CH2:17][CH2:16][CH2:15][C@@H:14]([O:18][CH2:19][C:20]2[N:21]=[C:22]([C:26]3[CH:31]=[CH:30][C:29]([CH3:32])=[CH:28][CH:27]=3)[O:23][C:24]=2[CH3:25])[CH2:13]1)[C:3]([OH:5])=[O:4]. (4) Given the reactants [CH3:1][N:2]([C@@H:16]([C:19]1[CH:24]=[CH:23][CH:22]=[CH:21][CH:20]=1)[CH2:17][CH3:18])[C:3]([C:5]1[N:6]=[C:7]([CH:10]2[CH2:15][CH2:14][NH:13][CH2:12][CH2:11]2)[S:8][CH:9]=1)=[O:4].C(N(CC)CC)C.[CH3:32][C:33]1[CH:38]=[CH:37][C:36]([CH3:39])=[CH:35][C:34]=1[CH2:40][C:41](O)=[O:42].Cl.CN(C)CCCN=C=NCC.Cl, predict the reaction product. The product is: [CH3:32][C:33]1[CH:38]=[CH:37][C:36]([CH3:39])=[CH:35][C:34]=1[CH2:40][C:41]([N:13]1[CH2:14][CH2:15][CH:10]([C:7]2[S:8][CH:9]=[C:5]([C:3]([N:2]([CH3:1])[C@@H:16]([C:19]3[CH:20]=[CH:21][CH:22]=[CH:23][CH:24]=3)[CH2:17][CH3:18])=[O:4])[N:6]=2)[CH2:11][CH2:12]1)=[O:42].